Dataset: Reaction yield outcomes from USPTO patents with 853,638 reactions. Task: Predict the reaction yield, written as a fraction of the theoretical maximum amount of product (1.0 means a 100% yield; for example, 0.34 means a 34% yield). (1) The reactants are Cl[C:2]1[N:3]=[CH:4][C:5]([CH2:8][OH:9])=[N:6][CH:7]=1.C(=O)([O-])[O-].[K+].[K+].[NH:16]1[CH2:21][CH2:20][CH2:19][CH2:18][CH2:17]1.O. The catalyst is CN(C)C=O. The product is [N:16]1([C:2]2[N:3]=[CH:4][C:5]([CH2:8][OH:9])=[N:6][CH:7]=2)[CH2:21][CH2:20][CH2:19][CH2:18][CH2:17]1. The yield is 1.00. (2) The reactants are [CH2:1]([O:3][C:4](=[O:15])[CH2:5][C:6]1[C:14]2[C:9](=[CH:10][CH:11]=[CH:12][CH:13]=2)[NH:8][CH:7]=1)[CH3:2].Cl[C:17]([O:19][CH3:20])=[O:18]. The catalyst is CCCC[N+](CCCC)(CCCC)CCCC.[I-].[OH-].[Na+].C(Cl)Cl. The product is [CH3:20][O:19][C:17]([N:8]1[C:9]2[C:14](=[CH:13][CH:12]=[CH:11][CH:10]=2)[C:6]([CH2:5][C:4]([O:3][CH2:1][CH3:2])=[O:15])=[CH:7]1)=[O:18]. The yield is 0.710. (3) The reactants are [NH2:1][C:2]1[CH:3]=[N:4][CH:5]=[CH:6][C:7]=1[C:8]1[C:9]2[O:18][C:17]([CH2:19][N:20]3[CH2:25][CH2:24][N:23]([S:26]([CH3:29])(=[O:28])=[O:27])[CH2:22][CH2:21]3)=[CH:16][C:10]=2[C:11](=[O:15])[N:12]([CH3:14])[CH:13]=1.[CH:30]1([CH:33]=O)[CH2:32][CH2:31]1. The catalyst is CO.C(O)(=O)C. The product is [CH:30]1([CH2:33][NH:1][C:2]2[CH:3]=[N:4][CH:5]=[CH:6][C:7]=2[C:8]2[C:9]3[O:18][C:17]([CH2:19][N:20]4[CH2:21][CH2:22][N:23]([S:26]([CH3:29])(=[O:28])=[O:27])[CH2:24][CH2:25]4)=[CH:16][C:10]=3[C:11](=[O:15])[N:12]([CH3:14])[CH:13]=2)[CH2:32][CH2:31]1. The yield is 0.323. (4) The reactants are [C:1]([O:5][C:6](=[O:20])[NH:7][CH2:8][CH2:9][C:10]#[C:11][C:12]1[CH:17]=[CH:16][C:15]([C:18]#[N:19])=[CH:14][CH:13]=1)([CH3:4])([CH3:3])[CH3:2].[H][H]. The catalyst is [Pd].C(O)C.C1COCC1. The product is [C:1]([O:5][C:6](=[O:20])[NH:7][CH2:8][CH2:9][CH2:10][CH2:11][C:12]1[CH:13]=[CH:14][C:15]([C:18]#[N:19])=[CH:16][CH:17]=1)([CH3:4])([CH3:2])[CH3:3]. The yield is 0.870. (5) The product is [C:1]([O:5][C:6]([N:8]1[CH2:9][CH2:10][CH:11]([N:14]([C:16](=[O:18])[CH3:17])[CH3:15])[CH2:12][CH2:13]1)=[O:7])([CH3:4])([CH3:3])[CH3:2]. The reactants are [C:1]([O:5][C:6]([N:8]1[CH2:13][CH2:12][CH:11]([NH:14][CH3:15])[CH2:10][CH2:9]1)=[O:7])([CH3:4])([CH3:3])[CH3:2].[C:16](Cl)(=[O:18])[CH3:17]. The yield is 0.960. The catalyst is C(Cl)Cl. (6) The reactants are [CH3:1][C:2]1[C:7]([O:8][C:9]2[CH:14]=[CH:13][N:12]=[C:11]([C:15]3[CH:16]=[N:17][N:18]([CH3:20])[CH:19]=3)[CH:10]=2)=[CH:6][N:5]=[C:4](N)[CH:3]=1.C(ON=O)(C)(C)C.[Br:29]CBr. The catalyst is [Br-].C([N+](CCCC)(CCCC)CCCC)CCC.CCOC(C)=O. The product is [Br:29][C:4]1[CH:3]=[C:2]([CH3:1])[C:7]([O:8][C:9]2[CH:14]=[CH:13][N:12]=[C:11]([C:15]3[CH:16]=[N:17][N:18]([CH3:20])[CH:19]=3)[CH:10]=2)=[CH:6][N:5]=1. The yield is 0.860. (7) The reactants are [C:1]1([CH2:7][CH2:8][CH2:9][CH2:10]C(O)=O)[CH:6]=[CH:5][CH:4]=[CH:3][CH:2]=1.[I:14]N1C(C)(C)COC1=O. The catalyst is C1C=CC=CC=1. The product is [I:14][CH2:10][CH2:9][CH2:8][CH2:7][C:1]1[CH:6]=[CH:5][CH:4]=[CH:3][CH:2]=1. The yield is 0.850. (8) The reactants are [C:1]([C:3]1[CH:8]=[CH:7][C:6]([CH2:9][C:10]([OH:12])=[O:11])=[CH:5][CH:4]=1)#[N:2].CC(C)([O-])C.[K+].Br[CH2:20][C:21]([C:23]1[CH:28]=[CH:27][C:26]([Cl:29])=[CH:25][CH:24]=1)=O.CCN(CC)CC. The catalyst is CN(C=O)C.O.CCO. The product is [Cl:29][C:26]1[CH:27]=[CH:28][C:23]([C:21]2[CH2:20][O:11][C:10](=[O:12])[C:9]=2[C:6]2[CH:5]=[CH:4][C:3]([C:1]#[N:2])=[CH:8][CH:7]=2)=[CH:24][CH:25]=1. The yield is 0.910. (9) The reactants are [CH3:1][N:2]1[C:6]2[CH:7]=[CH:8][CH:9]=[CH:10][C:5]=2[N:4]=[C:3]1[NH2:11].[C:12](N1C=CN=C1)([N:14]1[CH:18]=[CH:17][N:16]=[CH:15]1)=[S:13]. The catalyst is C(#N)C. The product is [CH3:1][N:2]1[C:6]2[CH:7]=[CH:8][CH:9]=[CH:10][C:5]=2[N:4]=[C:3]1[NH:11][C:12]([N:14]1[CH:18]=[CH:17][N:16]=[CH:15]1)=[S:13]. The yield is 0.715.